Dataset: Forward reaction prediction with 1.9M reactions from USPTO patents (1976-2016). Task: Predict the product of the given reaction. Given the reactants [CH3:1][C:2]([C:6]1[CH:11]=[CH:10][C:9]([CH2:12][C:13]2[C:22]3[C:17](=[CH:18][CH:19]=[C:20](B4OC(C)(C)C(C)(C)O4)[CH:21]=3)[N:16]=[CH:15][C:14]=2[N+:32]([O-:34])=[O:33])=[CH:8][CH:7]=1)([CH3:5])[C:3]#[N:4].[O:35]([C:42]1[CH:47]=[CH:46][C:45](Br)=[CH:44][N:43]=1)[C:36]1[CH:41]=[CH:40][CH:39]=[CH:38][CH:37]=1.C([O-])([O-])=O.[K+].[K+].C1(C)C=CC=CC=1, predict the reaction product. The product is: [N+:32]([C:14]1[CH:15]=[N:16][C:17]2[C:22]([C:13]=1[CH2:12][C:9]1[CH:10]=[CH:11][C:6]([C:2]([CH3:1])([CH3:5])[C:3]#[N:4])=[CH:7][CH:8]=1)=[CH:21][C:20]([C:45]1[CH:44]=[N:43][C:42]([O:35][C:36]3[CH:41]=[CH:40][CH:39]=[CH:38][CH:37]=3)=[CH:47][CH:46]=1)=[CH:19][CH:18]=2)([O-:34])=[O:33].